Predict the reactants needed to synthesize the given product. From a dataset of Full USPTO retrosynthesis dataset with 1.9M reactions from patents (1976-2016). (1) Given the product [NH2:30][C:24]1([C:22]([NH:21][C@H:3]([C:1]#[N:2])[CH2:4][C:5]2[CH:6]=[CH:7][C:8]([C:11]3[CH:16]=[CH:15][C:14]([C:17]([F:18])([F:19])[F:20])=[CH:13][CH:12]=3)=[CH:9][CH:10]=2)=[O:23])[CH2:25][CH2:26][O:27][CH2:28][CH2:29]1, predict the reactants needed to synthesize it. The reactants are: [C:1]([C@@H:3]([NH:21][C:22]([C:24]1([NH:30]C(=O)OC(C)(C)C)[CH2:29][CH2:28][O:27][CH2:26][CH2:25]1)=[O:23])[CH2:4][C:5]1[CH:10]=[CH:9][C:8]([C:11]2[CH:16]=[CH:15][C:14]([C:17]([F:20])([F:19])[F:18])=[CH:13][CH:12]=2)=[CH:7][CH:6]=1)#[N:2]. (2) Given the product [CH2:1]([O:3][CH2:4][CH2:5][O:6][C:7]1[CH:8]=[CH:9][C:10]([CH2:13][CH2:14][Ge:15]([C:16]2[S:20][CH:19]=[C:18]([CH2:25][CH2:26][CH2:27][CH2:28][CH2:29][CH3:30])[CH:17]=2)([CH3:31])[CH3:32])=[CH:11][CH:12]=1)[CH3:2], predict the reactants needed to synthesize it. The reactants are: [CH2:1]([O:3][CH2:4][CH2:5][O:6][C:7]1[CH:12]=[CH:11][C:10]([CH2:13][CH2:14][Ge:15]([CH3:32])([CH3:31])[C:16]2[S:20][C:19]([Si](C)(C)C)=[C:18]([CH2:25][CH2:26][CH2:27][CH2:28][CH2:29][CH3:30])[CH:17]=2)=[CH:9][CH:8]=1)[CH3:2].[F-]. (3) Given the product [C:16]([C:18]1[C:23]2[N:24]=[C:25]([C:27]([CH2:14][NH:13][CH2:12][C:11]([O:10][C:6]([CH3:9])([CH3:8])[CH3:7])=[O:15])=[O:28])[O:26][C:22]=2[C:21]([F:32])=[C:20]([C:33]2[CH:38]=[CH:37][CH:36]=[CH:35][CH:34]=2)[C:19]=1[CH3:39])#[N:17], predict the reactants needed to synthesize it. The reactants are: C[Al](C)C.Cl.[C:6]([O:10][C:11](=[O:15])[CH2:12][NH:13][CH3:14])([CH3:9])([CH3:8])[CH3:7].[C:16]([C:18]1[C:23]2[N:24]=[C:25]([C:27](OCC)=[O:28])[O:26][C:22]=2[C:21]([F:32])=[C:20]([C:33]2[CH:38]=[CH:37][CH:36]=[CH:35][CH:34]=2)[C:19]=1[CH3:39])#[N:17].Cl. (4) Given the product [C:17]([C:16]1[CH:15]([C:14]2[CH:23]=[CH:24][C:25]([Cl:27])=[CH:26][C:13]=2[Cl:12])[N:3]2[CH:4]=[C:5]([CH2:7][C:8]([O:10][CH3:11])=[O:9])[N:6]=[C:2]2[NH:1][C:20]=1[CH3:21])(=[O:18])[NH2:19], predict the reactants needed to synthesize it. The reactants are: [NH2:1][C:2]1[NH:3][CH:4]=[C:5]([CH2:7][C:8]([O:10][CH3:11])=[O:9])[N:6]=1.[Cl:12][C:13]1[CH:26]=[C:25]([Cl:27])[CH:24]=[CH:23][C:14]=1[CH:15]=[C:16]([C:20](=O)[CH3:21])[C:17]([NH2:19])=[O:18]. (5) Given the product [Cl:1][C:2]1[CH:3]=[CH:4][C:5]2[N:11]3[CH:12]=[CH:13][CH:14]=[C:10]3[C@@H:9]([CH2:15][CH2:16][C:17]([N:19]3[CH2:24][CH2:23][CH:22]([O:25][CH2:26][C:27]([OH:29])=[O:28])[CH2:21][CH2:20]3)=[O:18])[O:8][C@H:7]([C:31]3[CH:36]=[CH:35][CH:34]=[C:33]([O:37][CH3:38])[C:32]=3[O:39][CH3:40])[C:6]=2[CH:41]=1, predict the reactants needed to synthesize it. The reactants are: [Cl:1][C:2]1[CH:3]=[CH:4][C:5]2[N:11]3[CH:12]=[CH:13][CH:14]=[C:10]3[C@@H:9]([CH2:15][CH2:16][C:17]([N:19]3[CH2:24][CH2:23][CH:22]([O:25][CH2:26][C:27]([O:29]C)=[O:28])[CH2:21][CH2:20]3)=[O:18])[O:8][C@H:7]([C:31]3[CH:36]=[CH:35][CH:34]=[C:33]([O:37][CH3:38])[C:32]=3[O:39][CH3:40])[C:6]=2[CH:41]=1. (6) Given the product [CH3:3][C:4]1[CH:5]=[C:6]([CH:20]=[CH:21][C:22]=1[CH3:23])[C:7]([C:9]1[C:18](=[O:19])[C:17]2[C:12](=[CH:13][CH:14]=[CH:15][CH:16]=2)[N:11]([CH2:24][C:25]2[CH:32]=[CH:31][CH:30]=[C:27]([CH3:28])[N:34]=2)[CH:10]=1)=[O:8], predict the reactants needed to synthesize it. The reactants are: [H-].[Na+].[CH3:3][C:4]1[CH:5]=[C:6]([CH:20]=[CH:21][C:22]=1[CH3:23])[C:7]([CH:9]1[C:18](=[O:19])[C:17]2[C:12](=[CH:13][CH:14]=[CH:15][CH:16]=2)[NH:11][CH2:10]1)=[O:8].[CH3:24][C:25]1C=[C:27]([CH:30]=[CH:31][CH:32]=1)[CH2:28]Br.C[N:34](C)C=O. (7) The reactants are: C([O:3][C:4](=O)[C:5](=[CH:12][C:13]1[CH:18]=[C:17]([OH:19])[CH:16]=[CH:15][C:14]=1[N+:20]([O-])=O)[CH2:6][C:7]([O:9][CH2:10][CH3:11])=[O:8])C.CCOC(C)=O.CCCCCC. Given the product [CH2:10]([O:9][C:7](=[O:8])[CH2:6][CH:5]1[CH2:12][C:13]2[C:14](=[CH:15][CH:16]=[C:17]([OH:19])[CH:18]=2)[NH:20][C:4]1=[O:3])[CH3:11], predict the reactants needed to synthesize it. (8) Given the product [CH2:26]([O:28][CH2:29][C:30]([NH:6][C:7]1[CH:8]=[C:9]([B:13]([OH:15])[OH:14])[CH:10]=[CH:11][CH:12]=1)=[O:31])[CH3:27], predict the reactants needed to synthesize it. The reactants are: S(O)(O)(=O)=O.[NH2:6][C:7]1[CH:8]=[C:9]([B:13]([OH:15])[OH:14])[CH:10]=[CH:11][CH:12]=1.[NH2:6][C:7]1[CH:8]=[C:9]([B:13]([OH:15])[OH:14])[CH:10]=[CH:11][CH:12]=1.[CH2:26]([O:28][CH2:29][C:30](O)=[O:31])[CH3:27].ON1C2C=CC=CC=2N=N1.O. (9) Given the product [CH:32]1([CH2:35][S:36]([NH:39][C:40]2[CH:41]=[C:42]3[C:47](=[CH:48][CH:49]=2)[CH2:46][N:45]([C:58](=[O:59])[CH2:57][O:56][C:52]2[CH:51]=[N:50][CH:55]=[CH:54][CH:53]=2)[CH2:44][CH2:43]3)(=[O:38])=[O:37])[CH2:33][CH2:34]1, predict the reactants needed to synthesize it. The reactants are: F[P-](F)(F)(F)(F)F.N1(OC(N(C)C)=[N+](C)C)C2N=CC=CC=2N=N1.C(N(CC)CC)C.[CH:32]1([CH2:35][S:36]([NH:39][C:40]2[CH:41]=[C:42]3[C:47](=[CH:48][CH:49]=2)[CH2:46][NH:45][CH2:44][CH2:43]3)(=[O:38])=[O:37])[CH2:34][CH2:33]1.[N:50]1[CH:55]=[CH:54][CH:53]=[C:52]([O:56][CH2:57][C:58](O)=[O:59])[CH:51]=1. (10) Given the product [NH2:21][CH2:20][C:19]1[CH:32]=[CH:33][C:16]([C:14]2[N:15]=[C:10]([CH2:9][CH2:8][CH2:7][N:6]([CH2:34][CH2:35][CH3:36])[CH2:3][CH2:4][CH3:5])[CH:11]=[CH:12][CH:13]=2)=[CH:17][CH:18]=1, predict the reactants needed to synthesize it. The reactants are: CO.[CH2:3]([N:6]([CH2:34][CH2:35][CH3:36])[CH2:7][CH2:8][CH2:9][C:10]1[N:15]=[C:14]([C:16]2[CH:33]=[CH:32][C:19]([CH2:20][N:21]3C(=O)C4C(=CC=CC=4)C3=O)=[CH:18][CH:17]=2)[CH:13]=[CH:12][CH:11]=1)[CH2:4][CH3:5].O.NN.